From a dataset of Forward reaction prediction with 1.9M reactions from USPTO patents (1976-2016). Predict the product of the given reaction. (1) Given the reactants [O:1]1[C:5]([C@@H:6]2[NH:10][CH:9]([C:11]([OH:13])=[O:12])[CH2:8][S:7]2)=[CH:4][N:3]=[CH:2]1.CCN(C(C)C)C(C)C.Cl[C:24]([O:26][CH2:27][C:28]1[CH:33]=[CH:32][CH:31]=[CH:30][CH:29]=1)=[O:25], predict the reaction product. The product is: [CH2:27]([O:26][C:24]([N:10]1[CH:9]([C:11]([OH:13])=[O:12])[CH2:8][S:7][C@@H:6]1[C:5]1[O:1][CH:2]=[N:3][CH:4]=1)=[O:25])[C:28]1[CH:33]=[CH:32][CH:31]=[CH:30][CH:29]=1. (2) Given the reactants [CH2:1]([N:3]1[C:8]([CH2:9][OH:10])=[CH:7][CH:6]=[CH:5][C:4]1=[O:11])[CH3:2].C(N(CC)CC)C.[CH3:19][S:20](Cl)(=[O:22])=[O:21].O, predict the reaction product. The product is: [CH2:1]([N:3]1[C:8]([CH2:9][O:10][S:20]([CH3:19])(=[O:22])=[O:21])=[CH:7][CH:6]=[CH:5][C:4]1=[O:11])[CH3:2].